This data is from Catalyst prediction with 721,799 reactions and 888 catalyst types from USPTO. The task is: Predict which catalyst facilitates the given reaction. (1) Reactant: Cl[C:2]1[C:3]2[N:4]([CH:10]=[C:11]([N+:13]([O-:15])=[O:14])[CH:12]=2)[N:5]=[CH:6][C:7]=1[C:8]#[N:9].Cl.[CH3:17][C@@H:18]1[CH2:23][CH2:22][CH2:21][CH2:20][C@@H:19]1[NH2:24]. Product: [CH3:17][C@@H:18]1[CH2:23][CH2:22][CH2:21][CH2:20][C@@H:19]1[NH:24][C:2]1[C:3]2[N:4]([CH:10]=[C:11]([N+:13]([O-:15])=[O:14])[CH:12]=2)[N:5]=[CH:6][C:7]=1[C:8]#[N:9]. The catalyst class is: 31. (2) Reactant: S(Cl)([Cl:4])(=O)=O.[C:6]([CH2:14][C:15]([O:17][CH2:18][CH3:19])=[O:16])(=[O:13])[C:7]1[CH:12]=[CH:11][CH:10]=[CH:9][CH:8]=1.O.C([O-])(O)=O.[Na+]. Product: [Cl:4][CH:14]([C:6](=[O:13])[C:7]1[CH:12]=[CH:11][CH:10]=[CH:9][CH:8]=1)[C:15]([O:17][CH2:18][CH3:19])=[O:16]. The catalyst class is: 11. (3) Reactant: [F:1][C:2]1[CH:7]=[CH:6][C:5]([N:8]2[C:13](=[O:14])[C:12]([O:15]S(C3C=CC(C)=CC=3)(=O)=O)=[C:11]([C:26]3[CH:31]=[CH:30][C:29]([S:32]([CH3:35])(=[O:34])=[O:33])=[CH:28][CH:27]=3)[CH:10]=[N:9]2)=[CH:4][CH:3]=1.ClC1C=C(N2C(=O)[C:47](OS(C3C=CC(C)=CC=3)(=O)=O)=[C:46]([C:61]3C=CC(S(C)(=O)=O)=CC=3)[CH:45]=N2)C=CC=1.N. Product: [F:1][C:2]1[CH:3]=[CH:4][C:5]([N:8]2[C:13](=[O:14])[C:12]([O:15][CH2:45][CH:46]([CH3:61])[CH3:47])=[C:11]([C:26]3[CH:27]=[CH:28][C:29]([S:32]([CH3:35])(=[O:33])=[O:34])=[CH:30][CH:31]=3)[CH:10]=[N:9]2)=[CH:6][CH:7]=1. The catalyst class is: 6. (4) Reactant: [CH2:1]([O:3][C:4]([C:6]1[CH:7]=[C:8]2[C:13](=[CH:14][CH:15]=1)[NH:12][CH:11]([C:16]1[CH:21]=[CH:20][CH:19]=[C:18](Br)[CH:17]=1)[C:10]([CH3:24])([CH3:23])[CH2:9]2)=[O:5])[CH3:2].[C:25]([C:28]1[CH:33]=[CH:32][C:31](B(O)O)=[CH:30][CH:29]=1)([OH:27])=[O:26].C(=O)([O-])[O-].[Na+].[Na+].O. Product: [CH2:1]([O:3][C:4]([C:6]1[CH:7]=[C:8]2[C:13](=[CH:14][CH:15]=1)[NH:12][CH:11]([C:16]1[CH:17]=[C:18]([C:31]3[CH:32]=[CH:33][C:28]([C:25]([OH:27])=[O:26])=[CH:29][CH:30]=3)[CH:19]=[CH:20][CH:21]=1)[C:10]([CH3:24])([CH3:23])[CH2:9]2)=[O:5])[CH3:2]. The catalyst class is: 660. (5) Reactant: [NH2:1][C@@H:2]([CH2:32][C:33]1[CH:38]=[CH:37][CH:36]=[CH:35][CH:34]=1)[C@@H:3]([OH:31])[CH2:4][C@@H:5]([NH:18][C:19](=[O:30])[C@H:20]([C:26]([CH3:29])([CH3:28])[CH3:27])[NH:21][C:22]([O:24][CH3:25])=[O:23])[CH2:6][C:7]1[CH:12]=[CH:11][C:10]([C:13]2[S:14][CH:15]=[CH:16][N:17]=2)=[CH:9][CH:8]=1.[CH3:39][O:40][C:41]([NH:43][C@@H:44]([C:48]([CH3:51])([CH3:50])[CH3:49])[C:45](O)=[O:46])=[O:42].CCOP(ON1N=NC2C=CC=CC=2C1=O)(OCC)=O.C(N(CC)C(C)C)(C)C. Product: [CH3:39][O:40][C:41](=[O:42])[NH:43][C@@H:44]([C:48]([CH3:50])([CH3:49])[CH3:51])[C:45](=[O:46])[NH:1][C@@H:2]([CH2:32][C:33]1[CH:34]=[CH:35][CH:36]=[CH:37][CH:38]=1)[C@@H:3]([OH:31])[CH2:4][C@H:5]([CH2:6][C:7]1[CH:12]=[CH:11][C:10]([C:13]2[S:14][CH:15]=[CH:16][N:17]=2)=[CH:9][CH:8]=1)[NH:18][C:19](=[O:30])[C@H:20]([C:26]([CH3:29])([CH3:28])[CH3:27])[NH:21][C:22](=[O:23])[O:24][CH3:25]. The catalyst class is: 7. (6) Reactant: [Br:1][C:2]1[C:10]2[S:9][CH:8]=[C:7]([CH:11]([C:25]3[CH:30]=[CH:29][C:28]([Cl:31])=[CH:27][CH:26]=3)[C@@H:12]([C:16]3[CH:24]=[CH:23][C:19]([C:20](O)=[O:21])=[CH:18][CH:17]=3)[CH2:13][CH2:14][CH3:15])[C:6]=2[CH:5]=[C:4]([CH3:32])[CH:3]=1.[N:33]1[NH:34][N:35]=[N:36][C:37]=1[CH2:38][NH2:39].C(Cl)CCl.C1C=CC2N(O)N=NC=2C=1.CCN(C(C)C)C(C)C. Product: [Br:1][C:2]1[C:10]2[S:9][CH:8]=[C:7]([CH:11]([C:25]3[CH:30]=[CH:29][C:28]([Cl:31])=[CH:27][CH:26]=3)[C@@H:12]([C:16]3[CH:24]=[CH:23][C:19]([C:20]([NH:39][CH2:38][C:37]4[N:33]=[N:34][NH:35][N:36]=4)=[O:21])=[CH:18][CH:17]=3)[CH2:13][CH2:14][CH3:15])[C:6]=2[CH:5]=[C:4]([CH3:32])[CH:3]=1. The catalyst class is: 618. (7) Reactant: [OH:1][CH2:2][CH:3]([CH2:6][OH:7])[CH2:4][OH:5].Cl[C:9]([O:11][CH3:12])=[O:10]. Product: [CH3:12][O:11][C:9]([O:1][CH2:2][CH:3]([CH2:6][OH:7])[CH2:4][OH:5])=[O:10]. The catalyst class is: 272. (8) Reactant: [Cl-].O[NH3+:3].[C:4](=[O:7])([O-])[OH:5].[Na+].CS(C)=O.[F:13][C:14]1[CH:19]=[C:18]([CH2:20][C:21]2[C:22](=[O:45])[N:23]([C@H:33]3[CH2:38][CH2:37][C@H:36]([O:39][CH2:40][C:41]([OH:44])([CH3:43])[CH3:42])[CH2:35][CH2:34]3)[C:24]3[N:25]([N:30]=[CH:31][N:32]=3)[C:26]=2[CH2:27][CH2:28][CH3:29])[CH:17]=[CH:16][C:15]=1[C:46]1[C:47]([C:52]#[N:53])=[CH:48][CH:49]=[CH:50][CH:51]=1. Product: [F:13][C:14]1[CH:19]=[C:18]([CH2:20][C:21]2[C:22](=[O:45])[N:23]([C@H:33]3[CH2:38][CH2:37][C@H:36]([O:39][CH2:40][C:41]([OH:44])([CH3:42])[CH3:43])[CH2:35][CH2:34]3)[C:24]3[N:25]([N:30]=[CH:31][N:32]=3)[C:26]=2[CH2:27][CH2:28][CH3:29])[CH:17]=[CH:16][C:15]=1[C:46]1[CH:51]=[CH:50][CH:49]=[CH:48][C:47]=1[C:52]1[NH:3][C:4](=[O:7])[O:5][N:53]=1. The catalyst class is: 13. (9) Reactant: [F:1][CH:2]([F:32])[O:3][C:4]1[CH:9]=[CH:8][CH:7]=[CH:6][C:5]=1[CH2:10][S:11]([CH2:14][C@H:15]([NH:19][CH:20]([C:25]1[CH:30]=[CH:29][C:28]([F:31])=[CH:27][CH:26]=1)[C:21]([F:24])([F:23])[F:22])[C:16]([OH:18])=O)(=[O:13])=[O:12].Cl.[NH2:34][C:35]1([C:38]#[N:39])[CH2:37][CH2:36]1.CN(C(ON1N=NC2C=CC=NC1=2)=[N+](C)C)C.F[P-](F)(F)(F)(F)F.CCN(C(C)C)C(C)C. Product: [C:38]([C:35]1([NH:34][C:16](=[O:18])[C@@H:15]([NH:19][C@@H:20]([C:25]2[CH:30]=[CH:29][C:28]([F:31])=[CH:27][CH:26]=2)[C:21]([F:23])([F:22])[F:24])[CH2:14][S:11]([CH2:10][C:5]2[CH:6]=[CH:7][CH:8]=[CH:9][C:4]=2[O:3][CH:2]([F:1])[F:32])(=[O:13])=[O:12])[CH2:37][CH2:36]1)#[N:39]. The catalyst class is: 3. (10) Reactant: [Li+].[CH3:2]C([N-]C(C)C)C.[Si](C=[N+]=[N-])(C)(C)C.[Cl:16][CH2:17][CH2:18][CH2:19][O:20][C:21]1[CH:28]=[CH:27][C:24]([CH:25]=O)=[CH:23][CH:22]=1.O. Product: [C:25]([C:24]1[CH:27]=[CH:28][C:21]([O:20][CH2:19][CH2:18][CH2:17][Cl:16])=[CH:22][CH:23]=1)#[CH:2]. The catalyst class is: 1.